Task: Predict which catalyst facilitates the given reaction.. Dataset: Catalyst prediction with 721,799 reactions and 888 catalyst types from USPTO (1) Reactant: C([O:3][C:4](=[O:27])[C:5]1[CH:10]=[CH:9][C:8]([CH:11]=[CH:12][C:13]2[CH:18]=[CH:17][C:16]([O:19][CH2:20][O:21][CH3:22])=[C:15]([O:23][CH2:24][O:25][CH3:26])[CH:14]=2)=[CH:7][CH:6]=1)C.[OH-].[Na+]. Product: [CH3:26][O:25][CH2:24][O:23][C:15]1[CH:14]=[C:13]([CH:12]=[CH:11][C:8]2[CH:7]=[CH:6][C:5]([C:4]([OH:27])=[O:3])=[CH:10][CH:9]=2)[CH:18]=[CH:17][C:16]=1[O:19][CH2:20][O:21][CH3:22]. The catalyst class is: 5. (2) Reactant: [H-].[Al+3].[Li+].[H-].[H-].[H-].[CH2:7]([O:14][C:15]1[N:25]=[C:24]([CH3:26])[CH:23]=[C:22]([O:27][CH3:28])[C:16]=1[C:17](OCC)=[O:18])[C:8]1[CH:13]=[CH:12][CH:11]=[CH:10][CH:9]=1. Product: [CH2:7]([O:14][C:15]1[C:16]([CH2:17][OH:18])=[C:22]([O:27][CH3:28])[CH:23]=[C:24]([CH3:26])[N:25]=1)[C:8]1[CH:9]=[CH:10][CH:11]=[CH:12][CH:13]=1. The catalyst class is: 1.